Dataset: Catalyst prediction with 721,799 reactions and 888 catalyst types from USPTO. Task: Predict which catalyst facilitates the given reaction. (1) Reactant: [Cl:1][C:2]1[C:11]2[C:6](=[CH:7][CH:8]=[CH:9][CH:10]=2)[CH:5]=[CH:4][C:3]=1[O:12][CH2:13][CH2:14][N:15]([CH2:17][C:18]1[O:19][CH:20]=[CH:21][CH:22]=1)[CH3:16].[CH3:23][I:24]. The catalyst class is: 1. Product: [I-:24].[Cl:1][C:2]1[C:11]2[C:6](=[CH:7][CH:8]=[CH:9][CH:10]=2)[CH:5]=[CH:4][C:3]=1[O:12][CH2:13][CH2:14][N+:15]([CH2:17][C:18]1[O:19][CH:20]=[CH:21][CH:22]=1)([CH3:23])[CH3:16]. (2) Reactant: Br[C:2]1[CH:7]=[CH:6][C:5]([S:8]([NH:11][C:12]2[CH:17]=[CH:16][N:15]=[C:14]([Cl:18])[CH:13]=2)(=[O:10])=[O:9])=[CH:4][CH:3]=1.[CH3:19][C:20]1[O:24][C:23](B(O)O)=[CH:22][CH:21]=1.C(=O)([O-])[O-].[Na+].[Na+]. Product: [Cl:18][C:14]1[CH:13]=[C:12]([NH:11][S:8]([C:5]2[CH:6]=[CH:7][C:2]([C:23]3[O:24][C:20]([CH3:19])=[CH:21][CH:22]=3)=[CH:3][CH:4]=2)(=[O:10])=[O:9])[CH:17]=[CH:16][N:15]=1. The catalyst class is: 149. (3) Reactant: [N+:1]([O-:4])([O-])=[O:2].[K+].[F:6][CH:7]([F:22])[C:8]1([C:15]2[CH:20]=[CH:19][CH:18]=[CH:17][C:16]=2[F:21])[CH2:13][O:12][CH2:11][C:10]([NH2:14])=[N:9]1.CC(OC)(C)C.[OH-].[Na+]. Product: [F:22][CH:7]([F:6])[C:8]1([C:15]2[CH:20]=[C:19]([N+:1]([O-:4])=[O:2])[CH:18]=[CH:17][C:16]=2[F:21])[CH2:13][O:12][CH2:11][C:10]([NH2:14])=[N:9]1. The catalyst class is: 65. (4) Reactant: [CH:1]1([NH2:4])[CH2:3][CH2:2]1.C1(N)CCC1.Cl[C:11]1[C:12]2[CH:31]=[CH:30][NH:29][C:13]=2[N:14]=[C:15]([NH:17][C:18]2[CH:19]=[C:20]([NH:24][S:25]([CH3:28])(=[O:27])=[O:26])[CH:21]=[CH:22][CH:23]=2)[N:16]=1.ClC1N=C(NC2C=C(NS(C)(=O)=O)C=CC=2)N=C2C=1N=CN2. Product: [CH:1]1([NH:4][C:11]2[C:12]3[CH:31]=[CH:30][NH:29][C:13]=3[N:14]=[C:15]([NH:17][C:18]3[CH:19]=[C:20]([NH:24][S:25]([CH3:28])(=[O:27])=[O:26])[CH:21]=[CH:22][CH:23]=3)[N:16]=2)[CH2:3][CH2:2]1. The catalyst class is: 578. (5) Reactant: C(O[C:4](=[O:26])[C:5]([NH:7][C:8]1[C:13]([NH:14][CH2:15][C:16]2[C:21]([F:22])=[CH:20][CH:19]=[C:18]([F:23])[C:17]=2[Cl:24])=[N:12][C:11]([Br:25])=[CH:10][N:9]=1)=[O:6])C. Product: [Br:25][C:11]1[N:12]=[C:13]2[N:14]([CH2:15][C:16]3[C:21]([F:22])=[CH:20][CH:19]=[C:18]([F:23])[C:17]=3[Cl:24])[C:4](=[O:26])[C:5](=[O:6])[NH:7][C:8]2=[N:9][CH:10]=1. The catalyst class is: 270. (6) Reactant: [C:1]([C:5]1[CH:6]=[C:7]([OH:15])[CH:8]=[C:9]([C:11]([CH3:14])([CH3:13])[CH3:12])[CH:10]=1)([CH3:4])([CH3:3])[CH3:2].C([O:19][CH:20]([NH:22][C:23](=O)[CH3:24])[CH3:21])(C)C. Product: [C:11]([C:9]1[CH:10]=[C:5]([C:1]([CH3:4])([CH3:3])[CH3:2])[CH:6]=[C:7]([OH:15])[C:8]=1[CH:23]([NH:22][C:20](=[O:19])[CH3:21])[CH3:24])([CH3:14])([CH3:13])[CH3:12]. The catalyst class is: 55. (7) Reactant: [CH2:1]([O:3][C:4]1[CH:36]=[CH:35][C:7]([C:8]([NH:10][CH2:11][C@H:12]([NH:17][C:18]([C:20]2[C:21]([C:31]([F:34])([F:33])[F:32])=[N:22][N:23]([C:25]3[CH:30]=[CH:29][CH:28]=[CH:27][CH:26]=3)[CH:24]=2)=[O:19])[C:13]([O:15]C)=[O:14])=[O:9])=[CH:6][CH:5]=1)[CH3:2].[Li]. Product: [CH2:1]([O:3][C:4]1[CH:5]=[CH:6][C:7]([C:8]([NH:10][CH2:11][C@H:12]([NH:17][C:18]([C:20]2[C:21]([C:31]([F:32])([F:33])[F:34])=[N:22][N:23]([C:25]3[CH:30]=[CH:29][CH:28]=[CH:27][CH:26]=3)[CH:24]=2)=[O:19])[C:13]([OH:15])=[O:14])=[O:9])=[CH:35][CH:36]=1)[CH3:2]. The catalyst class is: 5.